This data is from Forward reaction prediction with 1.9M reactions from USPTO patents (1976-2016). The task is: Predict the product of the given reaction. Given the reactants [CH3:1][CH:2]([CH3:18])[CH2:3][NH:4][C:5]1[C:14]2[C:9](=[CH:10][CH:11]=[CH:12][N:13]=2)[N:8]=[CH:7][C:6]=1[N+:15]([O-])=O.S([O-])([O-])(=O)=O.[Mg+2], predict the reaction product. The product is: [CH3:1][CH:2]([CH3:18])[CH2:3][NH:4][C:5]1[C:14]2[C:9](=[CH:10][CH:11]=[CH:12][N:13]=2)[N:8]=[CH:7][C:6]=1[NH2:15].